From a dataset of Forward reaction prediction with 1.9M reactions from USPTO patents (1976-2016). Predict the product of the given reaction. (1) Given the reactants [F:1][C:2]([F:42])([F:41])[C:3]1[C:7]([C:8](=[O:34])[NH:9][CH:10]2[CH2:15][CH2:14][C:13](=[CH:16][C:17]3[CH:22]=[CH:21][CH:20]=[C:19]([O:23][C:24]4[CH:29]=[CH:28][C:27]([C:30]([F:33])([F:32])[F:31])=[CH:26][N:25]=4)[CH:18]=3)[CH2:12][CH2:11]2)=[CH:6][N:5]([CH2:35][C:36]([O:38]CC)=[O:37])[N:4]=1.O.[OH-].[Li+], predict the reaction product. The product is: [F:42][C:2]([F:1])([F:41])[C:3]1[C:7]([C:8](=[O:34])[NH:9][CH:10]2[CH2:15][CH2:14][C:13](=[CH:16][C:17]3[CH:22]=[CH:21][CH:20]=[C:19]([O:23][C:24]4[CH:29]=[CH:28][C:27]([C:30]([F:33])([F:32])[F:31])=[CH:26][N:25]=4)[CH:18]=3)[CH2:12][CH2:11]2)=[CH:6][N:5]([CH2:35][C:36]([OH:38])=[O:37])[N:4]=1. (2) Given the reactants [CH2:1]([O:8][C:9]1[CH:10]=[C:11]([CH:14]=[CH:15][C:16]=1[I:17])[CH2:12][OH:13])[C:2]1[CH:7]=[CH:6][CH:5]=[CH:4][CH:3]=1, predict the reaction product. The product is: [CH2:1]([O:8][C:9]1[CH:10]=[C:11]([CH:14]=[CH:15][C:16]=1[I:17])[CH:12]=[O:13])[C:2]1[CH:3]=[CH:4][CH:5]=[CH:6][CH:7]=1. (3) Given the reactants [C@H:1]1([OH:8])[CH2:6][CH2:5][CH2:4][C@@H:3]([OH:7])[CH2:2]1.CC(C)([O-])C.[K+].[CH2:15](Br)[C:16]1[CH:21]=[CH:20][CH:19]=[CH:18][CH:17]=1.O, predict the reaction product. The product is: [CH2:15]([O:7][C@@H:3]1[CH2:4][CH2:5][CH2:6][C@H:1]([OH:8])[CH2:2]1)[C:16]1[CH:21]=[CH:20][CH:19]=[CH:18][CH:17]=1.